From a dataset of Peptide-MHC class I binding affinity with 185,985 pairs from IEDB/IMGT. Regression. Given a peptide amino acid sequence and an MHC pseudo amino acid sequence, predict their binding affinity value. This is MHC class I binding data. (1) The peptide sequence is NEKSFKDI. The MHC is H-2-Kk with pseudo-sequence H-2-Kk. The binding affinity (normalized) is 0.555. (2) The MHC is HLA-A29:02 with pseudo-sequence HLA-A29:02. The peptide sequence is FQEALKKSL. The binding affinity (normalized) is 0.0847. (3) The peptide sequence is CSNGSLQCRI. The MHC is Mamu-A02 with pseudo-sequence Mamu-A02. The binding affinity (normalized) is 0.188.